This data is from NCI-60 drug combinations with 297,098 pairs across 59 cell lines. The task is: Regression. Given two drug SMILES strings and cell line genomic features, predict the synergy score measuring deviation from expected non-interaction effect. (1) Drug 1: CS(=O)(=O)C1=CC(=C(C=C1)C(=O)NC2=CC(=C(C=C2)Cl)C3=CC=CC=N3)Cl. Synergy scores: CSS=3.28, Synergy_ZIP=-2.39, Synergy_Bliss=-0.940, Synergy_Loewe=-4.38, Synergy_HSA=-2.84. Cell line: NCI-H460. Drug 2: C1=NNC2=C1C(=O)NC=N2. (2) Drug 1: C1CC(=O)NC(=O)C1N2CC3=C(C2=O)C=CC=C3N. Drug 2: C1=NC2=C(N1)C(=S)N=C(N2)N. Cell line: MOLT-4. Synergy scores: CSS=48.7, Synergy_ZIP=3.01, Synergy_Bliss=3.63, Synergy_Loewe=-30.9, Synergy_HSA=1.46. (3) Drug 1: CCCCC(=O)OCC(=O)C1(CC(C2=C(C1)C(=C3C(=C2O)C(=O)C4=C(C3=O)C=CC=C4OC)O)OC5CC(C(C(O5)C)O)NC(=O)C(F)(F)F)O. Drug 2: C(CN)CNCCSP(=O)(O)O. Cell line: NCI-H522. Synergy scores: CSS=62.2, Synergy_ZIP=-1.97, Synergy_Bliss=-3.40, Synergy_Loewe=-38.0, Synergy_HSA=-2.51. (4) Drug 1: CC=C1C(=O)NC(C(=O)OC2CC(=O)NC(C(=O)NC(CSSCCC=C2)C(=O)N1)C(C)C)C(C)C. Drug 2: C1=NC2=C(N1)C(=S)N=CN2. Cell line: SK-MEL-2. Synergy scores: CSS=13.7, Synergy_ZIP=9.57, Synergy_Bliss=5.08, Synergy_Loewe=3.67, Synergy_HSA=-1.00.